Dataset: Catalyst prediction with 721,799 reactions and 888 catalyst types from USPTO. Task: Predict which catalyst facilitates the given reaction. Reactant: [CH2:1]([C:5]1[CH:10]=[CH:9][C:8]([C:11]#[C:12][C:13]2[CH:38]=[CH:37][C:16]([CH2:17][N:18]([CH2:24][C:25]3[CH:36]=[CH:35][C:28]([O:29][CH2:30][C:31]([O:33]C)=[O:32])=[CH:27][CH:26]=3)[S:19]([CH2:22][CH3:23])(=[O:21])=[O:20])=[CH:15][CH:14]=2)=[CH:7][CH:6]=1)[CH2:2][CH2:3][CH3:4].[OH-].[Na+].Cl. Product: [CH2:1]([C:5]1[CH:6]=[CH:7][C:8]([C:11]#[C:12][C:13]2[CH:38]=[CH:37][C:16]([CH2:17][N:18]([CH2:24][C:25]3[CH:36]=[CH:35][C:28]([O:29][CH2:30][C:31]([OH:33])=[O:32])=[CH:27][CH:26]=3)[S:19]([CH2:22][CH3:23])(=[O:20])=[O:21])=[CH:15][CH:14]=2)=[CH:9][CH:10]=1)[CH2:2][CH2:3][CH3:4]. The catalyst class is: 14.